From a dataset of NCI-60 drug combinations with 297,098 pairs across 59 cell lines. Regression. Given two drug SMILES strings and cell line genomic features, predict the synergy score measuring deviation from expected non-interaction effect. (1) Drug 1: CC1=C(C=C(C=C1)C(=O)NC2=CC(=CC(=C2)C(F)(F)F)N3C=C(N=C3)C)NC4=NC=CC(=N4)C5=CN=CC=C5. Drug 2: COCCOC1=C(C=C2C(=C1)C(=NC=N2)NC3=CC=CC(=C3)C#C)OCCOC.Cl. Cell line: LOX IMVI. Synergy scores: CSS=-5.65, Synergy_ZIP=6.94, Synergy_Bliss=6.78, Synergy_Loewe=-1.07, Synergy_HSA=-3.22. (2) Drug 1: CC1=C2C(C(=O)C3(C(CC4C(C3C(C(C2(C)C)(CC1OC(=O)C(C(C5=CC=CC=C5)NC(=O)OC(C)(C)C)O)O)OC(=O)C6=CC=CC=C6)(CO4)OC(=O)C)O)C)O. Drug 2: COCCOC1=C(C=C2C(=C1)C(=NC=N2)NC3=CC=CC(=C3)C#C)OCCOC.Cl. Cell line: T-47D. Synergy scores: CSS=-1.59, Synergy_ZIP=0.0720, Synergy_Bliss=0.601, Synergy_Loewe=-1.07, Synergy_HSA=-0.852. (3) Cell line: HCC-2998. Drug 2: C1=CC=C(C=C1)NC(=O)CCCCCCC(=O)NO. Synergy scores: CSS=3.83, Synergy_ZIP=-4.36, Synergy_Bliss=-9.41, Synergy_Loewe=-15.6, Synergy_HSA=-9.70. Drug 1: CC(C1=C(C=CC(=C1Cl)F)Cl)OC2=C(N=CC(=C2)C3=CN(N=C3)C4CCNCC4)N. (4) Drug 1: C1=C(C(=O)NC(=O)N1)F. Drug 2: C1CNP(=O)(OC1)N(CCCl)CCCl. Cell line: BT-549. Synergy scores: CSS=35.1, Synergy_ZIP=-0.249, Synergy_Bliss=-3.11, Synergy_Loewe=-10.7, Synergy_HSA=-3.08. (5) Drug 1: CC1OCC2C(O1)C(C(C(O2)OC3C4COC(=O)C4C(C5=CC6=C(C=C35)OCO6)C7=CC(=C(C(=C7)OC)O)OC)O)O. Drug 2: C1C(C(OC1N2C=NC(=NC2=O)N)CO)O. Cell line: A498. Synergy scores: CSS=25.1, Synergy_ZIP=-3.01, Synergy_Bliss=-0.118, Synergy_Loewe=-4.89, Synergy_HSA=-0.0254. (6) Drug 1: C1=CC(=CC=C1CCCC(=O)O)N(CCCl)CCCl. Drug 2: C1=CN(C(=O)N=C1N)C2C(C(C(O2)CO)O)O.Cl. Cell line: CAKI-1. Synergy scores: CSS=56.4, Synergy_ZIP=-0.123, Synergy_Bliss=-0.284, Synergy_Loewe=-10.7, Synergy_HSA=6.18. (7) Drug 1: CNC(=O)C1=CC=CC=C1SC2=CC3=C(C=C2)C(=NN3)C=CC4=CC=CC=N4. Drug 2: C1CCC(C1)C(CC#N)N2C=C(C=N2)C3=C4C=CNC4=NC=N3. Cell line: HOP-92. Synergy scores: CSS=4.77, Synergy_ZIP=-0.320, Synergy_Bliss=1.44, Synergy_Loewe=0.907, Synergy_HSA=0.189. (8) Drug 1: CN(C)C1=NC(=NC(=N1)N(C)C)N(C)C. Drug 2: CCC1(C2=C(COC1=O)C(=O)N3CC4=CC5=C(C=CC(=C5CN(C)C)O)N=C4C3=C2)O.Cl. Cell line: MDA-MB-435. Synergy scores: CSS=5.74, Synergy_ZIP=-0.251, Synergy_Bliss=-0.524, Synergy_Loewe=-80.9, Synergy_HSA=-5.12. (9) Drug 1: CC1=C2C(C(=O)C3(C(CC4C(C3C(C(C2(C)C)(CC1OC(=O)C(C(C5=CC=CC=C5)NC(=O)OC(C)(C)C)O)O)OC(=O)C6=CC=CC=C6)(CO4)OC(=O)C)OC)C)OC. Drug 2: CC(C)NC(=O)C1=CC=C(C=C1)CNNC.Cl. Cell line: COLO 205. Synergy scores: CSS=54.4, Synergy_ZIP=3.78, Synergy_Bliss=-0.441, Synergy_Loewe=-40.3, Synergy_HSA=-2.28. (10) Drug 1: CN(CCCl)CCCl.Cl. Drug 2: CC1C(C(CC(O1)OC2CC(CC3=C2C(=C4C(=C3O)C(=O)C5=CC=CC=C5C4=O)O)(C(=O)C)O)N)O. Cell line: BT-549. Synergy scores: CSS=52.0, Synergy_ZIP=-5.16, Synergy_Bliss=-0.635, Synergy_Loewe=1.12, Synergy_HSA=2.74.